Dataset: Forward reaction prediction with 1.9M reactions from USPTO patents (1976-2016). Task: Predict the product of the given reaction. Given the reactants [Br:1][C:2]1[CH:3]=[C:4]([CH2:17]O)[CH:5]=[C:6]([CH2:8][O:9][Si:10]([C:13]([CH3:16])([CH3:15])[CH3:14])([CH3:12])[CH3:11])[CH:7]=1.C1C=CC(P(C2C=CC=CC=2)C2C=CC=CC=2)=CC=1.C(Br)(Br)(Br)[Br:39], predict the reaction product. The product is: [Br:1][C:2]1[CH:7]=[C:6]([CH:5]=[C:4]([CH2:17][Br:39])[CH:3]=1)[CH2:8][O:9][Si:10]([C:13]([CH3:16])([CH3:15])[CH3:14])([CH3:12])[CH3:11].